This data is from Reaction yield outcomes from USPTO patents with 853,638 reactions. The task is: Predict the reaction yield, written as a fraction of the theoretical maximum amount of product (1.0 means a 100% yield; for example, 0.34 means a 34% yield). (1) The reactants are [O:1]1[C:5]2[CH:6]=[CH:7][CH:8]=[CH:9][C:4]=2[CH:3]=[C:2]1[C:10]1[C:18]2[C:13](=[CH:14][CH:15]=[C:16]([C:19]([OH:21])=O)[CH:17]=2)[N:12](C2CCCCO2)[N:11]=1.F[P-](F)(F)(F)(F)F.[N:35]1(OC(N(C)C)=[N+](C)C)[C:39]2C=CC=CC=2N=N1.CN. No catalyst specified. The product is [O:1]1[C:5]2[CH:6]=[CH:7][CH:8]=[CH:9][C:4]=2[CH:3]=[C:2]1[C:10]1[C:18]2[C:13](=[CH:14][CH:15]=[C:16]([C:19]([NH:35][CH3:39])=[O:21])[CH:17]=2)[NH:12][N:11]=1. The yield is 0.0600. (2) The reactants are [CH2:1]([OH:23])[C@H:2]1[O:7][C@H:6]([O:8][C@H:9]2[C@H:14]([OH:15])[C@@H:13]([OH:16])[C@H:12]([OH:17])[O:11][C@@H:10]2[CH2:18][OH:19])[C@H:5]([OH:20])[C@@H:4]([OH:21])[C@@H:3]1[OH:22].[C:24](Cl)(=[O:31])[C:25]1[CH:30]=[CH:29][CH:28]=[CH:27][CH:26]=1.C(Cl)Cl. The catalyst is N1C=CC=CC=1.CN(C1C=CN=CC=1)C. The product is [C:24]([O:20][C@@H:5]1[C@@H:4]([O:21][C:24](=[O:31])[C:25]2[CH:30]=[CH:29][CH:28]=[CH:27][CH:26]=2)[C@H:3]([O:22][C:24](=[O:31])[C:25]2[CH:30]=[CH:29][CH:28]=[CH:27][CH:26]=2)[C@@H:2]([CH2:1][O:23][C:24](=[O:31])[C:25]2[CH:30]=[CH:29][CH:28]=[CH:27][CH:26]=2)[O:7][C@@H:6]1[O:8][C@@H:9]1[C@@H:10]([CH2:18][O:19][C:24](=[O:31])[C:25]2[CH:30]=[CH:29][CH:28]=[CH:27][CH:26]=2)[O:11][CH:12]([O:17][C:24](=[O:31])[C:25]2[CH:30]=[CH:29][CH:28]=[CH:27][CH:26]=2)[C@H:13]([O:16][C:24](=[O:31])[C:25]2[CH:30]=[CH:29][CH:28]=[CH:27][CH:26]=2)[C@H:14]1[O:15][C:24](=[O:31])[C:25]1[CH:30]=[CH:29][CH:28]=[CH:27][CH:26]=1)(=[O:31])[C:25]1[CH:30]=[CH:29][CH:28]=[CH:27][CH:26]=1. The yield is 0.510. (3) The reactants are [C:1]([NH:5][S:6]([C:9]1[S:10][CH:11]=[C:12]([C:14]([OH:16])=O)[N:13]=1)(=[O:8])=[O:7])([CH3:4])([CH3:3])[CH3:2].CN(C(ON1N=NC2C=CC=NC1=2)=[N+](C)C)C.F[P-](F)(F)(F)(F)F.CCN(C(C)C)C(C)C.[NH2:50][C:51]1[CH:56]=[CH:55][CH:54]=[C:53]([C:57]2[CH:62]=[CH:61][CH:60]=[CH:59][CH:58]=2)[C:52]=1[C:63]([NH2:65])=[O:64]. The catalyst is C(Cl)Cl. The product is [C:1]([NH:5][S:6]([C:9]1[S:10][CH:11]=[C:12]([C:14]([NH:50][C:51]2[C:52]([C:63](=[O:64])[NH2:65])=[C:53]([C:57]3[CH:62]=[CH:61][CH:60]=[CH:59][CH:58]=3)[CH:54]=[CH:55][CH:56]=2)=[O:16])[N:13]=1)(=[O:7])=[O:8])([CH3:2])([CH3:3])[CH3:4]. The yield is 0.170.